This data is from hERG Central: cardiac toxicity at 1µM, 10µM, and general inhibition. The task is: Predict hERG channel inhibition at various concentrations. The compound is CCCn1c(N2CCN(Cc3cccc(C)c3)CC2)nc2c1c(=O)[nH]c(=O)n2C. Results: hERG_inhib (hERG inhibition (general)): blocker.